This data is from Catalyst prediction with 721,799 reactions and 888 catalyst types from USPTO. The task is: Predict which catalyst facilitates the given reaction. (1) Reactant: [OH:1][C:2]1[CH:3]=[C:4]([CH:7]=[CH:8][CH:9]=1)[CH:5]=[O:6].C(=O)([O-])[O-].[K+].[K+].I[CH2:17][CH2:18][CH2:19][CH2:20][CH2:21][CH2:22][CH2:23][CH3:24]. Product: [CH2:17]([O:1][C:2]1[CH:3]=[C:4]([CH:7]=[CH:8][CH:9]=1)[CH:5]=[O:6])[CH2:18][CH2:19][CH2:20][CH2:21][CH2:22][CH2:23][CH3:24]. The catalyst class is: 10. (2) Reactant: [CH2:1]([P:17](=[O:20])([OH:19])[OH:18])[CH2:2][CH2:3][CH2:4][CH2:5][CH2:6][CH2:7][CH2:8][CH2:9][CH2:10][CH2:11][CH2:12][CH2:13][CH2:14][CH2:15][CH3:16].[OH-].[Na+].[Cl-].[Ca+2:24].[Cl-]. Product: [Ca+2:24].[CH2:1]([P:17](=[O:18])([O-:20])[O-:19])[CH2:2][CH2:3][CH2:4][CH2:5][CH2:6][CH2:7][CH2:8][CH2:9][CH2:10][CH2:11][CH2:12][CH2:13][CH2:14][CH2:15][CH3:16]. The catalyst class is: 81. (3) Reactant: [CH3:1][O:2][C:3](=[O:18])[C:4]1[C:9]([N:10]2[C:14](=[O:15])[NH:13][N:12]=[N:11]2)=[CH:8][CH:7]=[C:6]([F:16])[C:5]=1[CH3:17].[CH3:19]N(C)C=O.C(=O)([O-])[O-].[K+].[K+].CI. Product: [CH3:1][O:2][C:3](=[O:18])[C:4]1[C:9]([N:10]2[C:14](=[O:15])[N:13]([CH3:19])[N:12]=[N:11]2)=[CH:8][CH:7]=[C:6]([F:16])[C:5]=1[CH3:17]. The catalyst class is: 6. (4) Reactant: [C:1]1([NH:7][C:8]2[CH:16]=[CH:15][C:11]([C:12]([OH:14])=O)=[CH:10][CH:9]=2)[CH:6]=[CH:5][CH:4]=[CH:3][CH:2]=1.CCN(C(C)C)C(C)C.C1C=CC2N(O)N=NC=2C=1.CCN=C=NCCCN(C)C.Cl.Cl.[CH2:49]([O:51][C:52](=[O:55])[CH2:53][NH2:54])[CH3:50]. Product: [CH2:49]([O:51][C:52](=[O:55])[CH2:53][NH:54][C:12](=[O:14])[C:11]1[CH:10]=[CH:9][C:8]([NH:7][C:1]2[CH:2]=[CH:3][CH:4]=[CH:5][CH:6]=2)=[CH:16][CH:15]=1)[CH3:50]. The catalyst class is: 18. (5) Reactant: [N:1]1[CH:6]=[CH:5][CH:4]=[N:3][C:2]=1[O:7][CH:8]([C:10]1[CH:18]=[CH:17][C:13]([C:14]([OH:16])=O)=[CH:12][CH:11]=1)[CH3:9].Cl.CN(C)CCCN=C=NCC.C(N(CC)CC)C.[NH2:38][CH2:39][C:40]1[C:41]([OH:48])=[N:42][C:43]([CH3:47])=[CH:44][C:45]=1[CH3:46]. Product: [OH:48][C:41]1[C:40]([CH2:39][NH:38][C:14](=[O:16])[C:13]2[CH:12]=[CH:11][C:10]([CH:8]([O:7][C:2]3[N:1]=[CH:6][CH:5]=[CH:4][N:3]=3)[CH3:9])=[CH:18][CH:17]=2)=[C:45]([CH3:46])[CH:44]=[C:43]([CH3:47])[N:42]=1. The catalyst class is: 4. (6) Reactant: [Cl:1][C:2]1[C:3]([CH2:21][CH2:22][CH2:23][C:24]([NH:28]C(=O)OC(C)(C)C)([CH2:26][OH:27])[CH3:25])=[CH:4][C:5]2[C:6](=[O:20])[C:7]3[C:12]([S:13][C:14]=2[CH:15]=1)=[CH:11][C:10]([C:16]([F:19])([F:18])[F:17])=[CH:9][CH:8]=3.Cl. Product: [ClH:1].[NH2:28][C:24]([CH3:25])([CH2:26][OH:27])[CH2:23][CH2:22][CH2:21][C:3]1[C:2]([Cl:1])=[CH:15][C:14]2[S:13][C:12]3[C:7](=[CH:8][CH:9]=[C:10]([C:16]([F:19])([F:17])[F:18])[CH:11]=3)[C:6](=[O:20])[C:5]=2[CH:4]=1. The catalyst class is: 12.